This data is from Forward reaction prediction with 1.9M reactions from USPTO patents (1976-2016). The task is: Predict the product of the given reaction. (1) Given the reactants [CH3:1][O:2][C:3]1[CH:8]=[C:7]([N+:9]([O-])=O)[CH:6]=[CH:5][C:4]=1[NH:12][CH2:13][C:14]1[CH:19]=[CH:18][C:17]([O:20][CH3:21])=[CH:16][CH:15]=1.O.O.[Cl-].[Ca+2].[Cl-].CCO, predict the reaction product. The product is: [NH2:9][C:7]1[CH:6]=[CH:5][C:4]([NH:12][CH2:13][C:14]2[CH:19]=[CH:18][C:17]([O:20][CH3:21])=[CH:16][CH:15]=2)=[C:3]([O:2][CH3:1])[CH:8]=1. (2) Given the reactants [Cl:1][C:2]1[CH:7]=[CH:6][CH:5]=[CH:4][C:3]=1[S:8]([C@H:11]1[CH2:15][N:14]([C:16](=S)[CH2:17][C:18](=O)[CH3:19])[C@H:13]([C:22]([O:24][CH3:25])=[O:23])[CH2:12]1)(=[O:10])=[O:9].Cl.[O:27]1[CH2:32][CH2:31][CH:30]([NH:33][NH2:34])[CH2:29][CH2:28]1, predict the reaction product. The product is: [CH3:25][O:24][C:22]([C@@H:13]1[CH2:12][C@@H:11]([S:8]([C:3]2[CH:4]=[CH:5][CH:6]=[CH:7][C:2]=2[Cl:1])(=[O:9])=[O:10])[CH2:15][N:14]1[C:16]1[N:33]([CH:30]2[CH2:31][CH2:32][O:27][CH2:28][CH2:29]2)[N:34]=[C:18]([CH3:19])[CH:17]=1)=[O:23]. (3) The product is: [Cl:1][C:2]1[CH:7]=[C:6]([F:8])[CH:5]=[CH:4][C:3]=1[S:9]([NH:13][C:14]1[CH:19]=[CH:18][CH:17]=[C:16]([C:20]2[NH:24][N:23]=[N:22][N:21]=2)[CH:15]=1)(=[O:11])=[O:10]. Given the reactants [Cl:1][C:2]1[CH:7]=[C:6]([F:8])[CH:5]=[CH:4][C:3]=1[S:9](Cl)(=[O:11])=[O:10].[NH2:13][C:14]1[CH:15]=[C:16]([C:20]2[NH:24][N:23]=[N:22][N:21]=2)[CH:17]=[CH:18][CH:19]=1, predict the reaction product. (4) Given the reactants [CH3:1][C:2](C)([O-])C.[K+].[CH3:7][O:8][C:9]([C:11]1[C:12]([CH3:31])=[C:13]([C:16]([CH:18]2[CH2:23][CH2:22][N:21]([C:24]([O:26][C:27]([CH3:30])([CH3:29])[CH3:28])=[O:25])[CH2:20][CH2:19]2)=O)[S:14][CH:15]=1)=[O:10], predict the reaction product. The product is: [CH3:7][O:8][C:9]([C:11]1[C:12]([CH3:31])=[C:13](/[C:16](/[CH:18]2[CH2:23][CH2:22][N:21]([C:24]([O:26][C:27]([CH3:30])([CH3:29])[CH3:28])=[O:25])[CH2:20][CH2:19]2)=[CH:1]/[CH3:2])[S:14][CH:15]=1)=[O:10].